From a dataset of Full USPTO retrosynthesis dataset with 1.9M reactions from patents (1976-2016). Predict the reactants needed to synthesize the given product. (1) Given the product [CH2:1]([O:3][C:4]([N:6]1[CH2:7][CH2:8][N:9]([C:12](=[O:42])[C@@H:13]([NH:22][C:23]([C:25]2[CH:34]=[C:33]([O:35][C@@H:36]([CH3:37])[C:38]([N:75]3[CH2:76][CH2:77][CH2:78][C@H:74]3[C:72](=[O:73])[NH:71][CH:66]3[CH2:67][CH2:68][CH2:69][CH2:70]3)=[O:40])[C:32]3[C:27](=[CH:28][C:29]([CH3:41])=[CH:30][CH:31]=3)[N:26]=2)=[O:24])[CH2:14][C:15]([O:17][C:18]([CH3:20])([CH3:21])[CH3:19])=[O:16])[CH2:10][CH2:11]1)=[O:5])[CH3:2], predict the reactants needed to synthesize it. The reactants are: [CH2:1]([O:3][C:4]([N:6]1[CH2:11][CH2:10][N:9]([C:12](=[O:42])[C@@H:13]([NH:22][C:23]([C:25]2[CH:34]=[C:33]([O:35][C@H:36]([C:38]([OH:40])=O)[CH3:37])[C:32]3[C:27](=[CH:28][C:29]([CH3:41])=[CH:30][CH:31]=3)[N:26]=2)=[O:24])[CH2:14][C:15]([O:17][C:18]([CH3:21])([CH3:20])[CH3:19])=[O:16])[CH2:8][CH2:7]1)=[O:5])[CH3:2].C(Cl)CCl.FC1C(O)=C(F)C(F)=C(F)C=1F.FC(F)(F)C(O)=O.[CH:66]1([NH:71][C:72]([C@@H:74]2[CH2:78][CH2:77][CH2:76][NH:75]2)=[O:73])[CH2:70][CH2:69][CH2:68][CH2:67]1. (2) Given the product [Br:1][C:2]1[CH:3]=[CH:4][C:5](/[C:8](/[C:12]2[CH:13]=[CH:14][CH:15]=[CH:16][CH:17]=2)=[CH:9]/[CH2:10][O:11][C:19]2[CH:30]=[CH:29][C:22]([O:23][CH2:24][C:25]([O:27][CH3:28])=[O:26])=[C:21]([CH3:31])[CH:20]=2)=[CH:6][CH:7]=1, predict the reactants needed to synthesize it. The reactants are: [Br:1][C:2]1[CH:7]=[CH:6][C:5](/[C:8](/[C:12]2[CH:17]=[CH:16][CH:15]=[CH:14][CH:13]=2)=[CH:9]/[CH2:10][OH:11])=[CH:4][CH:3]=1.O[C:19]1[CH:30]=[CH:29][C:22]([O:23][CH2:24][C:25]([O:27][CH3:28])=[O:26])=[C:21]([CH3:31])[CH:20]=1.C1(P(C2C=CC=CC=2)C2C=CC=CC=2)C=CC=CC=1.N(C(OC(C)C)=O)=NC(OC(C)C)=O.